Dataset: Reaction yield outcomes from USPTO patents with 853,638 reactions. Task: Predict the reaction yield, written as a fraction of the theoretical maximum amount of product (1.0 means a 100% yield; for example, 0.34 means a 34% yield). (1) The reactants are Br[C:2]1[CH:7]=[C:6]([Cl:8])[CH:5]=[CH:4][C:3]=1[C:9](=[O:11])[CH3:10].C(N(CCCC)CCCC)CCC.[C:25]([O:29][C:30]([CH3:33])([CH3:32])[CH3:31])(=[O:28])[CH:26]=[CH2:27]. The catalyst is CN(C=O)C.[Pd].C([O-])(=O)C.[Pd+2].C([O-])(=O)C. The product is [C:9]([C:3]1[CH:4]=[CH:5][C:6]([Cl:8])=[CH:7][C:2]=1/[CH:27]=[CH:26]/[C:25]([O:29][C:30]([CH3:33])([CH3:32])[CH3:31])=[O:28])(=[O:11])[CH3:10]. The yield is 0.630. (2) The reactants are Cl[C:2]1[CH:3]=[CH:4][C:5]2[C:11](=[O:12])[NH:10][C:9]3[CH:13]=[C:14]([C:17]([O:19][CH3:20])=[O:18])[CH:15]=[CH:16][C:8]=3[NH:7][C:6]=2[CH:21]=1.[CH3:22][O:23][C:24]1[CH:29]=[C:28](B2OC(C)(C)C(C)(C)O2)[CH:27]=[CH:26][C:25]=1[OH:39].[F-].[Cs+]. The catalyst is COCCOC.CO. The product is [OH:39][C:25]1[CH:26]=[CH:27][C:28]([C:2]2[CH:3]=[CH:4][C:5]3[C:11](=[O:12])[NH:10][C:9]4[CH:13]=[C:14]([C:17]([O:19][CH3:20])=[O:18])[CH:15]=[CH:16][C:8]=4[NH:7][C:6]=3[CH:21]=2)=[CH:29][C:24]=1[O:23][CH3:22]. The yield is 0.810. (3) The reactants are C(OC([N:8]1[CH2:12][C@H:11]([O:13][Si](C(C)(C)C)(C)C)[CH2:10][C@@H:9]1[C:21](=[O:35])[NH:22][C:23]1[CH:28]=[CH:27][C:26]([C:29](=[O:33])[N:30]([CH3:32])[CH3:31])=[CH:25][C:24]=1[F:34])=O)(C)(C)C.C(O)(C(F)(F)F)=O. The catalyst is C(Cl)Cl. The product is [CH3:31][N:30]([CH3:32])[C:29]([C:26]1[CH:27]=[CH:28][C:23]([NH:22][C:21]([C@H:9]2[CH2:10][C@@H:11]([OH:13])[CH2:12][NH:8]2)=[O:35])=[C:24]([F:34])[CH:25]=1)=[O:33]. The yield is 1.00. (4) The catalyst is CC(O)=O.O. The yield is 0.690. The reactants are [ClH:1].[N:2]1([NH2:12])[C:11]2[C:6](=[CH:7][CH:8]=[CH:9][CH:10]=2)[CH2:5][CH2:4][CH2:3]1.[C:13]1(=O)[CH2:18][CH2:17][CH2:16][C:15](=[O:19])[CH2:14]1. The product is [ClH:1].[N:2]1([N:12]=[C:13]2[CH2:18][CH2:17][CH2:16][C:15]([OH:19])=[CH:14]2)[C:11]2[C:6](=[CH:7][CH:8]=[CH:9][CH:10]=2)[CH2:5][CH2:4][CH2:3]1. (5) The reactants are [C:1]([C:5]1[NH:6][C:7]([C:25]2[CH:30]=[CH:29][C:28]([F:31])=[CH:27][C:26]=2[F:32])=[C:8]([C:10]2[N:15]=[C:14]3[N:16]([CH2:20][C:21]([CH3:24])([CH3:23])[CH3:22])[C:17]([NH2:19])=[N:18][C:13]3=[CH:12][CH:11]=2)[N:9]=1)([CH3:4])([CH3:3])[CH3:2].[CH3:33][S:34]([OH:37])(=[O:36])=[O:35]. The catalyst is CO. The product is [CH3:33][S:34]([OH:37])(=[O:36])=[O:35].[C:1]([C:5]1[NH:6][C:7]([C:25]2[CH:30]=[CH:29][C:28]([F:31])=[CH:27][C:26]=2[F:32])=[C:8]([C:10]2[N:15]=[C:14]3[N:16]([CH2:20][C:21]([CH3:24])([CH3:23])[CH3:22])[C:17]([NH2:19])=[N:18][C:13]3=[CH:12][CH:11]=2)[N:9]=1)([CH3:2])([CH3:3])[CH3:4]. The yield is 0.760. (6) The catalyst is C(Cl)Cl. The reactants are CCCC[N+](CCCC)(CCCC)CCCC.[F-].[CH:19]1([NH:22][C:23]([C:25]23[CH2:49][CH2:48][C:47]([O:54][Si](CC)(CC)CC)([C:50]([F:53])([F:52])[F:51])[CH2:46][CH:26]2[CH2:27][CH2:28][CH2:29][C:30]2[C:31]3=[CH:32][C:33]3[CH:34]=[N:35][N:36]([C:39]4[CH:44]=[CH:43][C:42]([F:45])=[CH:41][CH:40]=4)[C:37]=3[CH:38]=2)=[O:24])[CH2:21][CH2:20]1. The product is [CH:19]1([NH:22][C:23]([C:25]23[CH2:49][CH2:48][C:47]([OH:54])([C:50]([F:51])([F:53])[F:52])[CH2:46][CH:26]2[CH2:27][CH2:28][CH2:29][C:30]2[C:31]3=[CH:32][C:33]3[CH:34]=[N:35][N:36]([C:39]4[CH:44]=[CH:43][C:42]([F:45])=[CH:41][CH:40]=4)[C:37]=3[CH:38]=2)=[O:24])[CH2:21][CH2:20]1. The yield is 0.780. (7) The reactants are [CH3:1][O:2][C:3]1[CH:34]=[CH:33][C:6]([O:7][C:8]2[CH:13]=[C:12]([CH3:14])[C:11]([C:15]3[N:16]=[C:17]([NH:20][C:21](=[O:31])[C:22]4[CH:27]=[CH:26][N:25]=[C:24]([N+:28]([O-])=O)[CH:23]=4)[S:18][CH:19]=3)=[C:10]([CH3:32])[CH:9]=2)=[CH:5][CH:4]=1. The catalyst is C(O)C.[Pd]. The product is [NH2:28][C:24]1[CH:23]=[C:22]([CH:27]=[CH:26][N:25]=1)[C:21]([NH:20][C:17]1[S:18][CH:19]=[C:15]([C:11]2[C:10]([CH3:32])=[CH:9][C:8]([O:7][C:6]3[CH:5]=[CH:4][C:3]([O:2][CH3:1])=[CH:34][CH:33]=3)=[CH:13][C:12]=2[CH3:14])[N:16]=1)=[O:31]. The yield is 0.590. (8) The reactants are [CH2:1]([O:8][N:9]1[C:15](=[O:16])[N:14]2[CH2:17][C@H:10]1[CH2:11][CH2:12][C@H:13]2[C:18]([OH:20])=O)[C:2]1[CH:7]=[CH:6][CH:5]=[CH:4][CH:3]=1.[NH:21]([C:23]([CH:25]1[CH2:30][CH2:29][N:28]([C:31]([O:33][C:34]([CH3:37])([CH3:36])[CH3:35])=[O:32])[CH2:27][CH2:26]1)=[O:24])[NH2:22]. No catalyst specified. The product is [CH2:1]([O:8][N:9]1[C:15](=[O:16])[N:14]2[CH2:17][C@H:10]1[CH2:11][CH2:12][C@H:13]2[C:18]([NH:22][NH:21][C:23]([CH:25]1[CH2:30][CH2:29][N:28]([C:31]([O:33][C:34]([CH3:37])([CH3:36])[CH3:35])=[O:32])[CH2:27][CH2:26]1)=[O:24])=[O:20])[C:2]1[CH:3]=[CH:4][CH:5]=[CH:6][CH:7]=1. The yield is 0.781.